From a dataset of TCR-epitope binding with 47,182 pairs between 192 epitopes and 23,139 TCRs. Binary Classification. Given a T-cell receptor sequence (or CDR3 region) and an epitope sequence, predict whether binding occurs between them. (1) The epitope is NLVPMVATV. The TCR CDR3 sequence is CASSLGVSSNQPQHF. Result: 0 (the TCR does not bind to the epitope). (2) The epitope is RLYYDSMSY. The TCR CDR3 sequence is CASSQDLRPGEQYF. Result: 0 (the TCR does not bind to the epitope). (3) The epitope is LLMPILTLT. The TCR CDR3 sequence is CASSLGGSGDGYTF. Result: 1 (the TCR binds to the epitope). (4) The epitope is RAKFKQLL. The TCR CDR3 sequence is CASSATDRTYEQYF. Result: 1 (the TCR binds to the epitope). (5) The epitope is KLWAQCVQL. The TCR CDR3 sequence is CASSKSGTGMYEQYF. Result: 1 (the TCR binds to the epitope).